Dataset: Full USPTO retrosynthesis dataset with 1.9M reactions from patents (1976-2016). Task: Predict the reactants needed to synthesize the given product. (1) Given the product [CH3:14][CH:13]1[NH:8][CH:9]([CH3:31])[CH2:10][N:11]([C:15]2[CH:20]=[CH:19][CH:18]=[CH:17][C:16]=2[NH:21][C:22]2[C:23]3[CH:30]=[CH:29][S:28][C:24]=3[N:25]=[CH:26][N:27]=2)[CH2:12]1, predict the reactants needed to synthesize it. The reactants are: C(OC([N:8]1[CH:13]([CH3:14])[CH2:12][N:11]([C:15]2[CH:20]=[CH:19][CH:18]=[CH:17][C:16]=2[NH:21][C:22]2[C:23]3[CH:30]=[CH:29][S:28][C:24]=3[N:25]=[CH:26][N:27]=2)[CH2:10][CH:9]1[CH3:31])=O)(C)(C)C.FC(F)(F)C(O)=O. (2) The reactants are: [CH3:1][C:2]1[CH:7]=[CH:6][C:5]([C:8]2[O:9][C:10]([CH3:13])=[N:11][N:12]=2)=[CH:4][C:3]=1[C:14]1[CH:19]=[CH:18][C:17]([C:20](O)=[O:21])=[CH:16][CH:15]=1.[NH2:23][C:24]1[CH:29]=[CH:28][CH:27]=[CH:26][CH:25]=1.Cl.CN(C)CCCN=C=NCC. Given the product [CH3:1][C:2]1[CH:7]=[CH:6][C:5]([C:8]2[O:9][C:10]([CH3:13])=[N:11][N:12]=2)=[CH:4][C:3]=1[C:14]1[CH:15]=[CH:16][C:17]([C:20]([NH:23][C:24]2[CH:29]=[CH:28][CH:27]=[CH:26][CH:25]=2)=[O:21])=[CH:18][CH:19]=1, predict the reactants needed to synthesize it. (3) The reactants are: [CH3:1][C:2]1[CH:7]=[C:6]([O:8][CH2:9][C:10]2[CH:11]=[N:12][CH:13]=[CH:14][CH:15]=2)[CH:5]=[CH:4][C:3]=1[NH:16][C:17]1[O:18][CH2:19][C:20](=[O:27])[C:21]=1[C:22]([O:24][CH2:25][CH3:26])=[O:23].[NH:28]1[C:36]2[C:31](=[CH:32][CH:33]=[CH:34][N:35]=2)[C:30]([CH:37]=O)=[CH:29]1.N1CCC[C@H]1C(O)=O. Given the product [NH:28]1[C:36]2=[N:35][CH:34]=[CH:33][CH:32]=[C:31]2[C:30]([CH:37]=[C:19]2[O:18][C:17]([NH:16][C:3]3[CH:4]=[CH:5][C:6]([O:8][CH2:9][C:10]4[CH:11]=[N:12][CH:13]=[CH:14][CH:15]=4)=[CH:7][C:2]=3[CH3:1])=[C:21]([C:22]([O:24][CH2:25][CH3:26])=[O:23])[C:20]2=[O:27])=[CH:29]1, predict the reactants needed to synthesize it. (4) Given the product [CH2:7]([O:6][C:4](=[O:5])[CH2:3][C:2]1([CH2:9][CH2:10][CH3:11])[O:14][CH2:13][CH2:12][O:1]1)[CH3:8], predict the reactants needed to synthesize it. The reactants are: [O:1]=[C:2]([CH2:9][CH2:10][CH3:11])[CH2:3][C:4]([O:6][CH2:7][CH3:8])=[O:5].[CH2:12](O)[CH2:13][OH:14].C(OCC)(OCC)OCC. (5) The reactants are: [Br:1][C:2]1[CH:7]=[CH:6][C:5]([NH:8][C:9]2[N:14]3[CH:15]=[N:16][CH:17]=[C:13]3[CH:12]=[N:11][C:10]=2[C:18]([NH:20][O:21][CH2:22]COC=C)=[O:19])=[C:4]([F:27])[CH:3]=1.CC1(C)[O:33][C@@H:32](CON)[CH2:31][O:30]1. Given the product [Br:1][C:2]1[CH:7]=[CH:6][C:5]([NH:8][C:9]2[N:14]3[CH:15]=[N:16][CH:17]=[C:13]3[CH:12]=[N:11][C:10]=2[C:18]([NH:20][O:21][CH2:22][C@H:32]([OH:33])[CH2:31][OH:30])=[O:19])=[C:4]([F:27])[CH:3]=1, predict the reactants needed to synthesize it. (6) Given the product [Cl:5][C:6]1[N:11]=[C:10]([O:1][CH2:2][CH3:3])[C:9]([C:13]([NH:15][CH:16]2[CH:23]3[CH2:24][CH:19]4[CH2:20][C:21]([OH:26])([CH2:25][CH:17]2[CH2:18]4)[CH2:22]3)=[O:14])=[CH:8][N:7]=1, predict the reactants needed to synthesize it. The reactants are: [O-:1][CH2:2][CH3:3].[Na+].[Cl:5][C:6]1[N:11]=[C:10](Cl)[C:9]([C:13]([NH:15][CH:16]2[CH:23]3[CH2:24][CH:19]4[CH2:20][C:21]([OH:26])([CH2:25][CH:17]2[CH2:18]4)[CH2:22]3)=[O:14])=[CH:8][N:7]=1. (7) The reactants are: [NH2:1][CH2:2][CH2:3][N:4]1[C:8](=[O:9])/[C:7](=[CH:10]/[C:11]2[CH:16]=[CH:15][C:14]([O:17][CH2:18][CH3:19])=[CH:13][CH:12]=2)/[S:6][C:5]1=[O:20].Cl[C:22]([O:24][CH2:25][C:26]1[CH:31]=[CH:30][CH:29]=[CH:28][CH:27]=1)=[O:23].CCN(C(C)C)C(C)C.C(OC1C=CC(/C=C2/C(=O)N(CCNC(=O)C)C(=O)S/2)=CC=1)C. Given the product [CH2:18]([O:17][C:14]1[CH:15]=[CH:16][C:11](/[CH:10]=[C:7]2/[C:8](=[O:9])[N:4]([CH2:3][CH2:2][NH:1][C:22](=[O:23])[O:24][CH2:25][C:26]3[CH:31]=[CH:30][CH:29]=[CH:28][CH:27]=3)[C:5](=[O:20])[S:6]/2)=[CH:12][CH:13]=1)[CH3:19], predict the reactants needed to synthesize it. (8) Given the product [NH:11]1[C:15]2[CH:16]=[CH:17][CH:18]=[CH:19][C:14]=2[N:13]=[C:12]1[C@H:8]([NH:9][C:10]([NH:25][CH2:26][C:27]1[CH:32]=[CH:31][CH:30]=[CH:29][C:28]=1[CH2:33][N:34]([CH3:36])[CH3:35])=[O:20])[CH2:7][C:6]1[CH:5]=[CH:4][C:3]([O:2][CH3:1])=[CH:22][CH:21]=1, predict the reactants needed to synthesize it. The reactants are: [CH3:1][O:2][C:3]1[CH:22]=[CH:21][C:6]([CH2:7][C@@H:8]2[C:12]3=[N:13][C:14]4[CH:19]=[CH:18][CH:17]=[CH:16][C:15]=4[N:11]3[C:10](=[O:20])[NH:9]2)=[CH:5][CH:4]=1.Br.Br.[NH2:25][CH2:26][C:27]1[CH:32]=[CH:31][CH:30]=[CH:29][C:28]=1[CH2:33][N:34]([CH3:36])[CH3:35].C(O)(C(F)(F)F)=O.